From a dataset of Peptide-MHC class I binding affinity with 185,985 pairs from IEDB/IMGT. Regression. Given a peptide amino acid sequence and an MHC pseudo amino acid sequence, predict their binding affinity value. This is MHC class I binding data. (1) The peptide sequence is SVNCFTSLVWAPL. The MHC is HLA-A26:01 with pseudo-sequence HLA-A26:01. The binding affinity (normalized) is 0.199. (2) The peptide sequence is DTRGIFSAY. The MHC is HLA-A80:01 with pseudo-sequence HLA-A80:01. The binding affinity (normalized) is 0.0847. (3) The peptide sequence is WPTVRERM. The MHC is HLA-B07:02 with pseudo-sequence HLA-B07:02. The binding affinity (normalized) is 0.458. (4) The peptide sequence is TFSPTYKAFL. The binding affinity (normalized) is 0. The MHC is Patr-A0401 with pseudo-sequence Patr-A0401. (5) The peptide sequence is YFENSDLNL. The MHC is HLA-A26:01 with pseudo-sequence HLA-A26:01. The binding affinity (normalized) is 0.0847. (6) The peptide sequence is STFATVLEY. The MHC is HLA-A69:01 with pseudo-sequence HLA-A69:01. The binding affinity (normalized) is 0.0847. (7) The peptide sequence is LAARLKRSAT. The MHC is HLA-A68:02 with pseudo-sequence HLA-A68:02. The binding affinity (normalized) is 0.121. (8) The peptide sequence is YLFYFLHWL. The MHC is HLA-A02:06 with pseudo-sequence HLA-A02:06. The binding affinity (normalized) is 0.774. (9) The peptide sequence is TVDFTDCRT. The MHC is HLA-A02:01 with pseudo-sequence HLA-A02:01. The binding affinity (normalized) is 0.0369. (10) The peptide sequence is EDFEIFYNL. The MHC is HLA-A68:02 with pseudo-sequence HLA-A68:02. The binding affinity (normalized) is 0.541.